Dataset: hERG potassium channel inhibition data for cardiac toxicity prediction from Karim et al.. Task: Regression/Classification. Given a drug SMILES string, predict its toxicity properties. Task type varies by dataset: regression for continuous values (e.g., LD50, hERG inhibition percentage) or binary classification for toxic/non-toxic outcomes (e.g., AMES mutagenicity, cardiotoxicity, hepatotoxicity). Dataset: herg_karim. (1) The drug is O=C(c1ccccn1)[C@]12Cc3cnn(-c4ccc(F)cc4)c3C=C1CCN(S(=O)(=O)c1cccc(C(F)(F)F)c1)C2. The result is 0 (non-blocker). (2) The compound is C[C@@H]1CC[C@H](N)CN1c1ccncc1Nc1ncc2ccc(-c3c(F)cccc3F)nn12. The result is 0 (non-blocker). (3) The drug is O=C(NC1CCN(Cc2ccc3c(c2)OCO3)CC1)C1=CC(=O)c2ccc(F)cc2C1. The result is 1 (blocker). (4) The compound is O=c1ccc2ncc(F)c3c2n1C[C@@]3(O)CC12CCC(NCc3ccc4c(c3)OC(F)(F)O4)(CC1)CO2. The result is 0 (non-blocker). (5) The drug is NC1Cn2c(nc3cnc(F)cc32)CC1c1cc(F)c(F)cc1F. The result is 0 (non-blocker).